This data is from Full USPTO retrosynthesis dataset with 1.9M reactions from patents (1976-2016). The task is: Predict the reactants needed to synthesize the given product. Given the product [C:1]([O:5][C:6](=[O:40])[N:7]([C@H:9]([C:11](=[O:39])[NH:12][C@@H:13]1[C:19](=[O:20])[N:18]([CH2:21][C:22]2[C:31]3[C:26](=[CH:27][CH:28]=[CH:29][CH:30]=3)[CH:25]=[CH:24][C:23]=2[O:33][CH3:34])[C:17]2[CH:35]=[CH:36][CH:37]=[CH:38][C:16]=2[NH:15][CH2:14]1)[CH3:10])[CH3:8])([CH3:2])([CH3:3])[CH3:4], predict the reactants needed to synthesize it. The reactants are: [C:1]([O:5][C:6](=[O:40])[N:7]([C@H:9]([C:11](=[O:39])[NH:12][C@@H:13]1[C:19](=[O:20])[N:18]([CH2:21][C:22]2[C:31]3[C:26](=[C:27](Br)[CH:28]=[CH:29][CH:30]=3)[CH:25]=[CH:24][C:23]=2[O:33][CH3:34])[C:17]2[CH:35]=[CH:36][CH:37]=[CH:38][C:16]=2[NH:15][CH2:14]1)[CH3:10])[CH3:8])([CH3:4])([CH3:3])[CH3:2].FC(F)(F)C(O)=O.N[C@@H]1C(=O)N(CC2C3C(=CC=CC=3)C=CC=2OC)C2C=CC=CC=2NC1.N(C(OC(C)(C)C)=O)(C)[C@H](C(O)=O)C.